From a dataset of Full USPTO retrosynthesis dataset with 1.9M reactions from patents (1976-2016). Predict the reactants needed to synthesize the given product. (1) The reactants are: [NH2:1][CH2:2][CH2:3][CH2:4]O.Cl[C:7]1[C:16]2[C:11](=[CH:12][CH:13]=[CH:14][CH:15]=2)[N:10]=[C:9]([CH3:17])[CH:8]=1.[I-].[K+]. Given the product [CH3:17][C:9]1[CH:8]=[C:7]([NH:1][CH2:2][CH2:3][CH2:4][N:10]2[CH2:11][CH2:16][CH2:7][CH2:8][CH2:9]2)[C:16]2[C:11](=[CH:12][CH:13]=[CH:14][CH:15]=2)[N:10]=1, predict the reactants needed to synthesize it. (2) Given the product [Cl:23][C:9]1[CH:8]=[C:7]([C:52]2[CH:53]=[N:54][CH:55]=[CH:56][CH:57]=2)[CH:12]=[CH:11][C:10]=1[S:13][CH:14]1[CH2:20][CH:19]2[N:21]([CH3:22])[CH:16]([CH2:17][CH2:18]2)[CH2:15]1, predict the reactants needed to synthesize it. The reactants are: FC(F)(F)S(O[C:7]1[CH:12]=[CH:11][C:10]([S:13][CH:14]2[CH2:20][CH:19]3[N:21]([CH3:22])[CH:16]([CH2:17][CH2:18]3)[CH2:15]2)=[C:9]([Cl:23])[CH:8]=1)(=O)=O.[Cl-].[Li+].C1([As](C2C=CC=CC=2)C2C=CC=CC=2)C=CC=CC=1.C([Sn](CCCC)(CCCC)[C:52]1[CH:53]=[N:54][CH:55]=[CH:56][CH:57]=1)CCC.[OH-].[Na+]. (3) Given the product [Cl:1][C:2]1[CH:3]=[C:4]2[C:8](=[CH:9][CH:10]=1)[N:7]([CH3:11])[C:6]([C:12]1[CH:13]=[CH:14][C:15]([Cl:18])=[CH:16][CH:17]=1)=[C:5]2[CH2:19][CH2:20][C:21]([N:34]1[CH2:33][CH2:32][C:31]([CH2:30][C:24]2[CH:29]=[CH:28][CH:27]=[CH:26][CH:25]=2)([OH:37])[CH2:36][CH2:35]1)=[O:23], predict the reactants needed to synthesize it. The reactants are: [Cl:1][C:2]1[CH:3]=[C:4]2[C:8](=[CH:9][CH:10]=1)[N:7]([CH3:11])[C:6]([C:12]1[CH:17]=[CH:16][C:15]([Cl:18])=[CH:14][CH:13]=1)=[C:5]2[CH2:19][CH2:20][C:21]([OH:23])=O.[C:24]1([CH2:30][C:31]2([OH:37])[CH2:36][CH2:35][NH:34][CH2:33][CH2:32]2)[CH:29]=[CH:28][CH:27]=[CH:26][CH:25]=1. (4) Given the product [Cl:1][C:2]1[CH:7]=[CH:6][C:5]([S:8][C:9]2[N:13]([CH3:14])[C:12]([C:15]3[CH:20]=[CH:19][CH:18]=[CH:17][CH:16]=3)=[N:11][C:10]=2[C:21]2[CH:22]=[CH:23][C:24]([C:27]([CH3:31])([CH3:30])[C:28]([NH2:29])=[O:35])=[CH:25][CH:26]=2)=[CH:4][CH:3]=1, predict the reactants needed to synthesize it. The reactants are: [Cl:1][C:2]1[CH:7]=[CH:6][C:5]([S:8][C:9]2[N:13]([CH3:14])[C:12]([C:15]3[CH:20]=[CH:19][CH:18]=[CH:17][CH:16]=3)=[N:11][C:10]=2[C:21]2[CH:26]=[CH:25][C:24]([C:27]([CH3:31])([CH3:30])[C:28]#[N:29])=[CH:23][CH:22]=2)=[CH:4][CH:3]=1.Cl.CC[OH:35]. (5) Given the product [F:51][C:24]([F:23])([S:47]([O-:50])(=[O:49])=[O:48])[C:25]([F:45])([F:46])[C:26]([F:44])([F:43])[C:27]([F:41])([F:42])[C:28]([F:40])([F:39])[C:29]([F:38])([F:37])[C:30]([F:36])([F:35])[C:31]([F:34])([F:33])[F:32].[CH:6]1[C:15]2[C:10](=[CH:11][CH:12]=[CH:13][CH:14]=2)[CH:9]=[CH:8][C:7]=1[S+:16]1[CH2:20][CH2:19][CH2:18][CH2:17]1, predict the reactants needed to synthesize it. The reactants are: CS([O-])(=O)=O.[CH:6]1[C:15]2[C:10](=[CH:11][CH:12]=[CH:13][CH:14]=2)[CH:9]=[CH:8][C:7]=1[S+:16]1[CH2:20][CH2:19][CH2:18][CH2:17]1.CO.[F:23][C:24]([F:51])([S:47]([OH:50])(=[O:49])=[O:48])[C:25]([F:46])([F:45])[C:26]([F:44])([F:43])[C:27]([F:42])([F:41])[C:28]([F:40])([F:39])[C:29]([F:38])([F:37])[C:30]([F:36])([F:35])[C:31]([F:34])([F:33])[F:32]. (6) Given the product [ClH:1].[Si:3]([O:2][CH:10]1[CH:24]([N:25]([CH3:27])[CH3:26])[C:23]2=[CH:28][CH:20]([O:21][C:22]2=[O:29])[CH:19]2[CH:15]([O:16][C:17](=[O:31])[CH:18]2[CH3:30])[CH2:14][C:13]2([CH3:32])[CH:11]1[O:12]2)([C:6]([CH3:9])([CH3:7])[CH3:8])([CH3:4])[CH3:5], predict the reactants needed to synthesize it. The reactants are: [ClH:1].[O:2]([CH:10]1[CH:24]([N:25]([CH3:27])[CH3:26])[C:23]2=[CH:28][CH:20]([O:21][C:22]2=[O:29])[CH:19]2[CH:15]([O:16][C:17](=[O:31])[CH:18]2[CH3:30])[CH2:14][C:13]2([CH3:32])[CH:11]1[O:12]2)[Si:3]([C:6]([CH3:9])([CH3:8])[CH3:7])([CH3:5])[CH3:4].